This data is from Forward reaction prediction with 1.9M reactions from USPTO patents (1976-2016). The task is: Predict the product of the given reaction. (1) Given the reactants [F:1][C:2]1[CH:3]=[CH:4][C:5]([C:8]([C:27]2[CH:32]=[CH:31][C:30]([F:33])=[CH:29][N:28]=2)(O)[C:9]2[C:17]3[NH:16][C:15](=[O:18])[NH:14][C:13]=3[CH:12]=[C:11]([C:19]3[C:20]([CH3:25])=[N:21][O:22][C:23]=3[CH3:24])[CH:10]=2)=[N:6][CH:7]=1.C(N(S(F)(F)[F:40])CC)C.C([O-])(O)=O.[Na+], predict the reaction product. The product is: [CH3:25][C:20]1[C:19]([C:11]2[CH:10]=[C:9]([C:8]([F:40])([C:27]3[CH:32]=[CH:31][C:30]([F:33])=[CH:29][N:28]=3)[C:5]3[CH:4]=[CH:3][C:2]([F:1])=[CH:7][N:6]=3)[C:17]3[NH:16][C:15](=[O:18])[NH:14][C:13]=3[CH:12]=2)=[C:23]([CH3:24])[O:22][N:21]=1. (2) Given the reactants [CH3:1][S:2](Cl)(=[O:4])=[O:3].[OH:6][CH2:7][CH2:8][CH:9]1[CH2:14][CH2:13][N:12]([C:15]([O:17][C:18]([CH3:21])([CH3:20])[CH3:19])=[O:16])[CH2:11][CH2:10]1.C(N(CC)CC)C, predict the reaction product. The product is: [CH3:1][S:2]([O:6][CH2:7][CH2:8][CH:9]1[CH2:10][CH2:11][N:12]([C:15]([O:17][C:18]([CH3:21])([CH3:20])[CH3:19])=[O:16])[CH2:13][CH2:14]1)(=[O:4])=[O:3]. (3) Given the reactants [CH2:1]([O:3][C:4](=[O:24])[CH:5]([C:17]1[CH:18]=[C:19]([CH3:23])[CH:20]=[CH:21][CH:22]=1)[CH:6]([OH:16])[C:7]1[CH:8]=[CH:9][C:10]2[N:11]([N:13]=[CH:14][N:15]=2)[CH:12]=1)[CH3:2].CC(OI1(OC(C)=O)(OC(C)=O)OC(=O)C2C=CC=CC1=2)=O, predict the reaction product. The product is: [CH2:1]([O:3][C:4](=[O:24])[CH:5]([C:17]1[CH:18]=[C:19]([CH3:23])[CH:20]=[CH:21][CH:22]=1)[C:6](=[O:16])[C:7]1[CH:8]=[CH:9][C:10]2[N:11]([N:13]=[CH:14][N:15]=2)[CH:12]=1)[CH3:2]. (4) Given the reactants [CH3:1][C:2]1([CH3:14])[C:6]([CH3:8])([CH3:7])[O:5][B:4]([C:9]2[CH:10]=[N:11][NH:12][CH:13]=2)[O:3]1.C(=O)([O-])[O-].[Cs+].[Cs+].[I-].[Na+].Br[CH2:24][CH2:25][C@@:26]([CH3:36])([S:32]([CH3:35])(=[O:34])=[O:33])[C:27]([O:29][CH2:30][CH3:31])=[O:28], predict the reaction product. The product is: [CH3:36][C@@:26]([S:32]([CH3:35])(=[O:33])=[O:34])([CH2:25][CH2:24][N:12]1[CH:13]=[C:9]([B:4]2[O:5][C:6]([CH3:7])([CH3:8])[C:2]([CH3:14])([CH3:1])[O:3]2)[CH:10]=[N:11]1)[C:27]([O:29][CH2:30][CH3:31])=[O:28]. (5) Given the reactants [CH3:1][O:2][C:3]1[CH:8]=[CH:7][CH:6]=[C:5]([NH2:9])[CH:4]=1.C1([C:12](=[CH:14][CH:15]=[CH:16][CH:17]=1)O)O.[CH3:18]C(C)=O, predict the reaction product. The product is: [CH3:1][O:2][C:3]1[CH:4]=[C:5]2[C:6]([C:14]([CH3:12])=[CH:15][C:16]([CH3:17])([CH3:18])[NH:9]2)=[CH:7][CH:8]=1. (6) The product is: [OH:9][C@H:3]1[CH2:4][O:5][C@@H:6]([CH3:8])[CH2:7][C@@H:2]1[NH:1][C:17](=[O:18])[O:19][C:20]([CH3:23])([CH3:22])[CH3:21]. Given the reactants [NH2:1][C@H:2]1[CH2:7][C@H:6]([CH3:8])[O:5][CH2:4][C@@H:3]1[OH:9].C(N(CC)CC)C.[C:17](O[C:17]([O:19][C:20]([CH3:23])([CH3:22])[CH3:21])=[O:18])([O:19][C:20]([CH3:23])([CH3:22])[CH3:21])=[O:18], predict the reaction product. (7) Given the reactants [NH2:1][C:2]1[CH:10]=[CH:9][C:8]([CH2:11][CH3:12])=[CH:7][C:3]=1[C:4]([NH2:6])=O.[Cl:13][C:14]1[CH:22]=[CH:21][CH:20]=[CH:19][C:15]=1[C:16](Cl)=O.[CH3:23][N:24]1[CH2:29][CH2:28][NH:27][CH2:26][CH2:25]1, predict the reaction product. The product is: [Cl:13][C:14]1[CH:22]=[CH:21][CH:20]=[CH:19][C:15]=1[C:16]1[N:6]=[C:4]([N:27]2[CH2:28][CH2:29][N:24]([CH3:23])[CH2:25][CH2:26]2)[C:3]2[C:2](=[CH:10][CH:9]=[C:8]([CH2:11][CH3:12])[CH:7]=2)[N:1]=1. (8) Given the reactants B(F)(F)[F:2].CCOCC.[CH:10]1(N)[C:19]2[C:14](=[CH:15][CH:16]=[CH:17][CH:18]=2)[CH2:13][CH2:12][CH2:11]1.N(OC(C)(C)C)=O, predict the reaction product. The product is: [F:2][C:18]1[CH:17]=[CH:16][CH:15]=[C:14]2[C:19]=1[CH2:10][CH2:11][CH2:12][CH2:13]2. (9) Given the reactants [C:1]([O:7][C:8]1[CH2:9][CH:10]([CH:24]([CH3:34])[CH2:25][O:26]CC2C=CC=CC=2)[O:11][C:12](=[O:23])[C:13]=1[C:14]1[C:19]([CH3:20])=[CH:18][C:17]([CH3:21])=[CH:16][C:15]=1[CH3:22])(=[O:6])[C:2]([CH3:5])([CH3:4])[CH3:3], predict the reaction product. The product is: [C:1]([O:7][C:8]1[CH2:9][CH:10]([CH:24]([CH3:34])[CH2:25][OH:26])[O:11][C:12](=[O:23])[C:13]=1[C:14]1[C:15]([CH3:22])=[CH:16][C:17]([CH3:21])=[CH:18][C:19]=1[CH3:20])(=[O:6])[C:2]([CH3:5])([CH3:4])[CH3:3]. (10) Given the reactants [F:1][C:2]1[CH:3]=[C:4]([NH:8][C:9]([C:11]2[NH:12][CH:13]=[CH:14][CH:15]=2)=[O:10])[CH:5]=[CH:6][CH:7]=1.[Cl:16][C:17]1[N:25]=[CH:24][CH:23]=[CH:22][C:18]=1[C:19](Cl)=[O:20].[Sn](Cl)(Cl)(Cl)Cl.[OH-].[Na+], predict the reaction product. The product is: [F:1][C:2]1[CH:3]=[C:4]([NH:8][C:9]([C:11]2[NH:12][C:13]([C:19]([C:18]3[C:17]([Cl:16])=[N:25][CH:24]=[CH:23][CH:22]=3)=[O:20])=[CH:14][CH:15]=2)=[O:10])[CH:5]=[CH:6][CH:7]=1.